This data is from hERG Central: cardiac toxicity at 1µM, 10µM, and general inhibition. The task is: Predict hERG channel inhibition at various concentrations. (1) The molecule is CN(CCOc1ccc(Cl)cc1)C(=O)c1cc([N+](=O)[O-])ccc1N1CCOCC1. Results: hERG_inhib (hERG inhibition (general)): blocker. (2) The compound is Cc1cc(-n2c(=O)c(C#N)cc3c(=O)n4cccc(C)c4nc32)no1. Results: hERG_inhib (hERG inhibition (general)): blocker. (3) The molecule is COc1ccc(NC(=O)CSc2ccc3nnc(-c4cccnc4)n3n2)cc1. Results: hERG_inhib (hERG inhibition (general)): blocker.